From a dataset of Forward reaction prediction with 1.9M reactions from USPTO patents (1976-2016). Predict the product of the given reaction. (1) Given the reactants [N+:1]([C:4]1[CH:10]=[CH:9][CH:8]=[CH:7][C:5]=1[NH2:6])([O-])=O.C([N:14]1[C:22]2[C:17](=[CH:18][C:19]([C:23](Cl)=O)=[CH:20][CH:21]=2)[C:16]([C:26]2[CH:31]=[CH:30][C:29]([F:32])=[CH:28][CH:27]=2)=[N:15]1)(=O)C.O, predict the reaction product. The product is: [N:6]1[C:5]2[CH:7]=[CH:8][CH:9]=[CH:10][C:4]=2[NH:1][C:23]=1[C:19]1[CH:18]=[C:17]2[C:22](=[CH:21][CH:20]=1)[NH:14][N:15]=[C:16]2[C:26]1[CH:31]=[CH:30][C:29]([F:32])=[CH:28][CH:27]=1. (2) Given the reactants [CH2:1]([O:8][C:9]1[C:16]([F:17])=[CH:15][CH:14]=[CH:13][C:10]=1[CH:11]=[O:12])[C:2]1[CH:7]=[CH:6][CH:5]=[CH:4][CH:3]=1.[H-].[Al+3].[Li+].[H-].[H-].[H-].O.O.O.O.O.O.O.O.O.O.[O-]S([O-])(=O)=O.[Na+].[Na+], predict the reaction product. The product is: [CH2:1]([O:8][C:9]1[C:16]([F:17])=[CH:15][CH:14]=[CH:13][C:10]=1[CH2:11][OH:12])[C:2]1[CH:3]=[CH:4][CH:5]=[CH:6][CH:7]=1. (3) Given the reactants [C:1]([C:5]1[O:9][N:8]=[C:7]([NH:10][C:11]([NH:13][C:14]2[CH:19]=[CH:18][CH:17]=[C:16]([O:20][C:21]3[C:30]4[C:25](=[CH:26][C:27]([O:33][C@H:34]5[CH2:38][CH2:37][NH:36][CH2:35]5)=[C:28]([O:31][CH3:32])[CH:29]=4)[N:24]=[CH:23][N:22]=3)[CH:15]=2)=[O:12])[CH:6]=1)([CH3:4])([CH3:3])[CH3:2].C(N(CC)C(C)C)(C)C.FC(F)(F)S(O[CH2:54][CH:55]([F:57])[F:56])(=O)=O, predict the reaction product. The product is: [C:1]([C:5]1[O:9][N:8]=[C:7]([NH:10][C:11]([NH:13][C:14]2[CH:19]=[CH:18][CH:17]=[C:16]([O:20][C:21]3[C:30]4[C:25](=[CH:26][C:27]([O:33][C@H:34]5[CH2:38][CH2:37][N:36]([CH2:54][CH:55]([F:57])[F:56])[CH2:35]5)=[C:28]([O:31][CH3:32])[CH:29]=4)[N:24]=[CH:23][N:22]=3)[CH:15]=2)=[O:12])[CH:6]=1)([CH3:4])([CH3:2])[CH3:3]. (4) Given the reactants [CH2:1]([O:3][C:4]([C:6]1[C:7]([CH3:25])=[C:8]([C:18]([O:20][C:21]([CH3:24])([CH3:23])[CH3:22])=[O:19])[NH:9][C:10]=1[CH:11]=[CH:12][C:13](OCC)=[O:14])=[O:5])[CH3:2], predict the reaction product. The product is: [CH2:1]([O:3][C:4]([C:6]1[C:7]([CH3:25])=[C:8]([C:18]([O:20][C:21]([CH3:24])([CH3:23])[CH3:22])=[O:19])[NH:9][C:10]=1[CH2:11][CH2:12][CH2:13][OH:14])=[O:5])[CH3:2]. (5) Given the reactants [CH3:1][O:2][C:3]1[CH:8]=[C:7]([C:9]([F:12])([F:11])[F:10])[C:6]([N+:13]([O-:15])=[O:14])=[CH:5][C:4]=1[C:16](=[O:23])[CH2:17][C:18]([O:20][CH2:21][CH3:22])=[O:19].[CH3:24]OC(OC)N(C)C.C(O)(=O)C.[NH2:36][C@@H:37]([C:40]([CH3:43])([CH3:42])[CH3:41])[CH2:38][OH:39], predict the reaction product. The product is: [OH:39][CH2:38][C@@H:37]([NH:36][CH:24]=[C:17]([C:16](=[O:23])[C:4]1[CH:5]=[C:6]([N+:13]([O-:15])=[O:14])[C:7]([C:9]([F:12])([F:11])[F:10])=[CH:8][C:3]=1[O:2][CH3:1])[C:18]([O:20][CH2:21][CH3:22])=[O:19])[C:40]([CH3:43])([CH3:42])[CH3:41].